Dataset: Forward reaction prediction with 1.9M reactions from USPTO patents (1976-2016). Task: Predict the product of the given reaction. (1) Given the reactants [C:1]([O:5][C:6]([NH:8][C@@H:9]([CH2:22][OH:23])[CH2:10][CH2:11][C:12]([O:14][CH2:15][C:16]1[CH:21]=[CH:20][CH:19]=[CH:18][CH:17]=1)=[O:13])=[O:7])([CH3:4])([CH3:3])[CH3:2].C(N(CC)CC)C.[CH3:31][S:32](Cl)(=[O:34])=[O:33], predict the reaction product. The product is: [C:1]([O:5][C:6]([NH:8][C@@H:9]([CH2:22][O:23][S:32]([CH3:31])(=[O:34])=[O:33])[CH2:10][CH2:11][C:12]([O:14][CH2:15][C:16]1[CH:17]=[CH:18][CH:19]=[CH:20][CH:21]=1)=[O:13])=[O:7])([CH3:4])([CH3:3])[CH3:2]. (2) Given the reactants C([O:3][C:4]([C:6]1[C:7]([C:12]2[CH:17]=[CH:16][C:15]([CH2:18][CH:19]3[CH2:23][CH2:22][N:21]([CH:24]4[CH2:29][CH2:28][CH2:27][CH2:26][CH2:25]4)[C:20]3=[O:30])=[C:14]([Cl:31])[CH:13]=2)=[CH:8][CH:9]=[CH:10][CH:11]=1)=[O:5])C.[OH-].[K+].O, predict the reaction product. The product is: [Cl:31][C:14]1[CH:13]=[C:12]([C:7]2[C:6]([C:4]([OH:5])=[O:3])=[CH:11][CH:10]=[CH:9][CH:8]=2)[CH:17]=[CH:16][C:15]=1[CH2:18][CH:19]1[CH2:23][CH2:22][N:21]([CH:24]2[CH2:25][CH2:26][CH2:27][CH2:28][CH2:29]2)[C:20]1=[O:30]. (3) Given the reactants [BH4-].[Na+].[C:3]([C:6]1[CH:13]=[C:12]([Cl:14])[C:9]([C:10]#[N:11])=[C:8]([Br:15])[C:7]=1[O:16][CH2:17][CH3:18])(=[O:5])[CH3:4].CO, predict the reaction product. The product is: [Br:15][C:8]1[C:7]([O:16][CH2:17][CH3:18])=[C:6]([CH:3]([OH:5])[CH3:4])[CH:13]=[C:12]([Cl:14])[C:9]=1[C:10]#[N:11]. (4) Given the reactants Br[C:2]1[CH:7]=[CH:6][C:5]([C:8]([N:10]2[CH2:15][CH2:14][N:13]([C:16]3[C:21]([CH3:22])=[CH:20][C:19]([CH3:23])=[CH:18][N:17]=3)[CH2:12][CH2:11]2)=[O:9])=[CH:4][CH:3]=1.[CH3:24][N:25]1[CH2:29][CH2:28][NH:27][C:26]1=[O:30], predict the reaction product. The product is: [CH3:22][C:21]1[C:16]([N:13]2[CH2:14][CH2:15][N:10]([C:8]([C:5]3[CH:6]=[CH:7][C:2]([N:27]4[CH2:28][CH2:29][N:25]([CH3:24])[C:26]4=[O:30])=[CH:3][CH:4]=3)=[O:9])[CH2:11][CH2:12]2)=[N:17][CH:18]=[C:19]([CH3:23])[CH:20]=1. (5) Given the reactants [C:1]([O:5][C:6]([C:8]1([S:14]([N:17]2[CH2:22][CH2:21][CH:20]([OH:23])[CH2:19][CH2:18]2)(=[O:16])=[O:15])[CH2:13][CH2:12][O:11][CH2:10][CH2:9]1)=[O:7])([CH3:4])([CH3:3])[CH3:2].[H-].[Na+].I[CH2:27][CH2:28][CH2:29][CH2:30][CH2:31][CH2:32][CH3:33], predict the reaction product. The product is: [C:1]([O:5][C:6]([C:8]1([S:14]([N:17]2[CH2:22][CH2:21][CH:20]([O:23][CH2:27][CH2:28][CH2:29][CH2:30][CH2:31][CH2:32][CH3:33])[CH2:19][CH2:18]2)(=[O:16])=[O:15])[CH2:13][CH2:12][O:11][CH2:10][CH2:9]1)=[O:7])([CH3:4])([CH3:2])[CH3:3].